Dataset: NCI-60 drug combinations with 297,098 pairs across 59 cell lines. Task: Regression. Given two drug SMILES strings and cell line genomic features, predict the synergy score measuring deviation from expected non-interaction effect. Drug 1: CC1OCC2C(O1)C(C(C(O2)OC3C4COC(=O)C4C(C5=CC6=C(C=C35)OCO6)C7=CC(=C(C(=C7)OC)O)OC)O)O. Drug 2: COC1=CC(=CC(=C1O)OC)C2C3C(COC3=O)C(C4=CC5=C(C=C24)OCO5)OC6C(C(C7C(O6)COC(O7)C8=CC=CS8)O)O. Cell line: MDA-MB-435. Synergy scores: CSS=10.9, Synergy_ZIP=-5.51, Synergy_Bliss=-2.17, Synergy_Loewe=-6.26, Synergy_HSA=-3.87.